Dataset: Full USPTO retrosynthesis dataset with 1.9M reactions from patents (1976-2016). Task: Predict the reactants needed to synthesize the given product. (1) Given the product [CH:4]([C:5]1[O:9][CH:8]=[C:7]([B:14]([OH:19])[OH:15])[CH:6]=1)=[O:3], predict the reactants needed to synthesize it. The reactants are: C([O:3][CH:4](OCC)[C:5]1[O:9][CH:8]=[C:7](Cl)[CH:6]=1)C.[B:14](OC(C)C)([O:19]C(C)C)[O:15]C(C)C.C1(C2C=CC=CC=2)C=CC=CC=1.[Li]. (2) Given the product [F:17][C:14]1[CH:15]=[C:16]2[C:11]([C:10]([NH2:18])=[N:9][C:8]2([C:19]2[CH:24]=[CH:23][C:22]([O:25][CH3:26])=[CH:21][CH:20]=2)[C:4]2[CH:5]=[CH:6][CH:7]=[C:2]([C:31]3[CH:32]=[N:27][CH:28]=[N:29][CH:30]=3)[CH:3]=2)=[CH:12][CH:13]=1, predict the reactants needed to synthesize it. The reactants are: Br[C:2]1[CH:3]=[C:4]([C:8]2([C:19]3[CH:24]=[CH:23][C:22]([O:25][CH3:26])=[CH:21][CH:20]=3)[C:16]3[C:11](=[CH:12][CH:13]=[C:14]([F:17])[CH:15]=3)[C:10]([NH2:18])=[N:9]2)[CH:5]=[CH:6][CH:7]=1.[N:27]1[CH:32]=[C:31](B(O)O)[CH:30]=[N:29][CH:28]=1.C(=O)([O-])[O-].[Cs+].[Cs+].O.